Dataset: Peptide-MHC class I binding affinity with 185,985 pairs from IEDB/IMGT. Task: Regression. Given a peptide amino acid sequence and an MHC pseudo amino acid sequence, predict their binding affinity value. This is MHC class I binding data. (1) The MHC is HLA-A69:01 with pseudo-sequence HLA-A69:01. The binding affinity (normalized) is 0.0847. The peptide sequence is PTDYMSSKL. (2) The peptide sequence is AGSKYIHCF. The MHC is HLA-A01:01 with pseudo-sequence HLA-A01:01. The binding affinity (normalized) is 0.381. (3) The peptide sequence is AACGDIINGL. The MHC is Patr-B0101 with pseudo-sequence Patr-B0101. The binding affinity (normalized) is 0.204. (4) The binding affinity (normalized) is 0.0916. The MHC is HLA-A11:01 with pseudo-sequence HLA-A11:01. The peptide sequence is NMINKLYGY. (5) The peptide sequence is FSLPFPFLYKFLL. The MHC is HLA-A02:06 with pseudo-sequence HLA-A02:06. The binding affinity (normalized) is 0.610. (6) The peptide sequence is EPVESCPLM. The MHC is HLA-B53:01 with pseudo-sequence HLA-B53:01. The binding affinity (normalized) is 0.521. (7) The peptide sequence is TQIGCTLNF. The MHC is HLA-B44:03 with pseudo-sequence HLA-B44:03. The binding affinity (normalized) is 0.0804.